This data is from Full USPTO retrosynthesis dataset with 1.9M reactions from patents (1976-2016). The task is: Predict the reactants needed to synthesize the given product. (1) The reactants are: [C:1]([O:5][C:6](=[O:25])[N:7]([CH2:11][C:12]1[CH:17]=[CH:16][CH:15]=[C:14]([C:18]2[CH:23]=[CH:22][N:21]=[C:20](Cl)[N:19]=2)[CH:13]=1)[CH:8]([CH3:10])[CH3:9])([CH3:4])([CH3:3])[CH3:2].[NH2:26][CH2:27][CH2:28][C:29]1[CH:34]=[CH:33][C:32]([OH:35])=[C:31]([Cl:36])[CH:30]=1. Given the product [C:1]([O:5][C:6](=[O:25])[N:7]([CH2:11][C:12]1[CH:17]=[CH:16][CH:15]=[C:14]([C:18]2[CH:23]=[CH:22][N:21]=[C:20]([NH:26][CH2:27][CH2:28][C:29]3[CH:34]=[CH:33][C:32]([OH:35])=[C:31]([Cl:36])[CH:30]=3)[N:19]=2)[CH:13]=1)[CH:8]([CH3:9])[CH3:10])([CH3:4])([CH3:2])[CH3:3], predict the reactants needed to synthesize it. (2) Given the product [N:1]1[CH:6]=[CH:5][CH:4]=[CH:3][C:2]=1[NH:7][C:8]1[S:9][C:10]([CH2:13][OH:14])=[CH:11][N:12]=1, predict the reactants needed to synthesize it. The reactants are: [N:1]1[CH:6]=[CH:5][CH:4]=[CH:3][C:2]=1[NH:7][C:8]1[S:9][C:10]([CH:13]=[O:14])=[CH:11][N:12]=1.[BH4-].[K+].